Dataset: Full USPTO retrosynthesis dataset with 1.9M reactions from patents (1976-2016). Task: Predict the reactants needed to synthesize the given product. Given the product [NH2:17][C@@H:18]1[C@@H:19]([NH:26][C:27]([C:29]2[S:30][C:31]([CH:43]([F:44])[F:45])=[C:32]([C:34]3[N:38]4[N:39]=[CH:40][CH:41]=[CH:42][C:37]4=[N:36][CH:35]=3)[CH:33]=2)=[O:28])[C:20]([F:24])([F:25])[CH2:21][CH2:22][CH2:23]1, predict the reactants needed to synthesize it. The reactants are: C1C2C(COC(=O)[NH:17][C@H:18]3[CH2:23][CH2:22][CH2:21][C:20]([F:25])([F:24])[C@@H:19]3[NH:26][C:27]([C:29]3[S:30][C:31]([CH:43]([F:45])[F:44])=[C:32]([C:34]4[N:38]5[N:39]=[CH:40][CH:41]=[CH:42][C:37]5=[N:36][CH:35]=4)[CH:33]=3)=[O:28])C3C(=CC=CC=3)C=2C=CC=1.N1CCCCC1.